The task is: Predict the reaction yield, written as a fraction of the theoretical maximum amount of product (1.0 means a 100% yield; for example, 0.34 means a 34% yield).. This data is from Reaction yield outcomes from USPTO patents with 853,638 reactions. (1) The yield is 0.330. The reactants are [F:1][C:2]([F:21])([F:20])[C:3]1[CH:8]=[CH:7][C:6]([C:9]2[C:13]([C:14]3[CH:19]=[CH:18][N:17]=[CH:16][CH:15]=3)=[CH:12][NH:11][N:10]=2)=[CH:5][CH:4]=1.[CH2:22]([CH:24]1[O:26][CH2:25]1)Cl.C(=O)([O-])[O-].[Cs+].[Cs+]. The product is [O:26]1[CH2:25][CH:24]1[CH2:22][N:11]1[CH:12]=[C:13]([C:14]2[CH:19]=[CH:18][N:17]=[CH:16][CH:15]=2)[C:9]([C:6]2[CH:5]=[CH:4][C:3]([C:2]([F:1])([F:20])[F:21])=[CH:8][CH:7]=2)=[N:10]1. The catalyst is CN(C=O)C.CCOC(C)=O. (2) The reactants are Cl[C:2]1[N:7]=[C:6]([NH2:8])[C:5]([N+:9]([O-:11])=[O:10])=[CH:4][CH:3]=1.[N:12]1[CH:17]=[CH:16][CH:15]=[C:14](B(O)O)[CH:13]=1.C(=O)([O-])[O-].[Cs+].[Cs+]. The catalyst is O1CCOCC1. The product is [N+:9]([C:5]1[CH:4]=[CH:3][C:2]([C:14]2[CH:13]=[N:12][CH:17]=[CH:16][CH:15]=2)=[N:7][C:6]=1[NH2:8])([O-:11])=[O:10]. The yield is 0.770. (3) The reactants are [C:1]([C:3]1[N:8]=[C:7]([S:9]([NH2:12])(=[O:11])=[O:10])[CH:6]=[CH:5][CH:4]=1)#[N:2].C(N(CC)CC)C.[C:20](O[C:20]([O:22][C:23]([CH3:26])([CH3:25])[CH3:24])=[O:21])([O:22][C:23]([CH3:26])([CH3:25])[CH3:24])=[O:21].O1CCCC1. The catalyst is CO.N.[Ni]. The product is [S:9]([C:7]1[N:8]=[C:3]([CH2:1][NH:2][C:20](=[O:21])[O:22][C:23]([CH3:26])([CH3:25])[CH3:24])[CH:4]=[CH:5][CH:6]=1)(=[O:11])(=[O:10])[NH2:12]. The yield is 0.140. (4) The product is [Br:2][C:3]1[CH:8]=[CH:7][C:6]([N:9]2[CH2:10][CH2:11][N:12]([CH2:19][C:20]([NH2:22])=[O:21])[CH2:13][CH2:14]2)=[C:5]([N+:15]([O-:17])=[O:16])[CH:4]=1. The catalyst is C1(C)C=CC=CC=1.C(O)C. The reactants are Cl.[Br:2][C:3]1[CH:8]=[CH:7][C:6]([N:9]2[CH2:14][CH2:13][NH:12][CH2:11][CH2:10]2)=[C:5]([N+:15]([O-:17])=[O:16])[CH:4]=1.Cl[CH2:19][C:20]([NH2:22])=[O:21].C(=O)([O-])[O-].[Na+].[Na+]. The yield is 0.403. (5) The reactants are [CH:1]1([N:4]2[C:9](=[O:10])[C:8]3[C:11]([OH:17])=[CH:12][C:13](=[O:16])[N:14]([CH3:15])[C:7]=3[N:6]([C:18]3[CH:23]=[CH:22][CH:21]=[C:20]([N+:24]([O-:26])=[O:25])[CH:19]=3)[C:5]2=[O:27])[CH2:3][CH2:2]1.C(#N)C.[S:31](Cl)([C:34]1[CH:40]=[CH:39][C:37]([CH3:38])=[CH:36][CH:35]=1)(=[O:33])=[O:32]. The catalyst is C(N(CC)CC)C. The product is [CH:1]1([N:4]2[C:9](=[O:10])[C:8]3[C:11]([O:17][S:31]([C:34]4[CH:40]=[CH:39][C:37]([CH3:38])=[CH:36][CH:35]=4)(=[O:33])=[O:32])=[CH:12][C:13](=[O:16])[N:14]([CH3:15])[C:7]=3[N:6]([C:18]3[CH:23]=[CH:22][CH:21]=[C:20]([N+:24]([O-:26])=[O:25])[CH:19]=3)[C:5]2=[O:27])[CH2:2][CH2:3]1. The yield is 0.820. (6) The reactants are [Cl:1][C:2]1[CH:13]=[CH:12][C:5]([CH2:6][CH:7]([C:10]#[N:11])[C:8]#[N:9])=[CH:4][CH:3]=1.[H-].[Na+].[H][H].Br[CH2:19][CH:20]1[CH2:22][CH2:21]1.Cl. The catalyst is CN(C)C=O. The product is [Cl:1][C:2]1[CH:3]=[CH:4][C:5]([CH2:6][C:7]([CH2:19][CH:20]2[CH2:22][CH2:21]2)([C:8]#[N:9])[C:10]#[N:11])=[CH:12][CH:13]=1. The yield is 0.310.